Dataset: Forward reaction prediction with 1.9M reactions from USPTO patents (1976-2016). Task: Predict the product of the given reaction. (1) Given the reactants [CH:1]1([CH2:7]Br)[CH2:6][CH2:5][CH2:4][CH2:3][CH2:2]1.C(N)(N)=[S:10].[OH-].[Na+].C[O:16][C:17](=O)[CH2:18]Br.S(=O)(=O)(O)O, predict the reaction product. The product is: [CH:1]1([CH2:7][CH2:18][C:17]([OH:16])=[S:10])[CH2:6][CH2:5][CH2:4][CH2:3][CH2:2]1. (2) Given the reactants [F:1][C:2]1[CH:7]=[C:6]([F:8])[CH:5]=[CH:4][C:3]=1[C:9]1[N:10]=[C:11]2[N:15]([C:16]=1I)[CH:14]=[CH:13][O:12]2.C([Mg]Cl)(C)C.I[C:24]1[CH:25]=[CH:26][C:27]2[N:28]([C:30]([C:33]([O:35][CH2:36][CH3:37])=[O:34])=[N:31][N:32]=2)[N:29]=1.CN(C=O)C, predict the reaction product. The product is: [F:1][C:2]1[CH:7]=[C:6]([F:8])[CH:5]=[CH:4][C:3]=1[C:9]1[N:10]=[C:11]2[N:15]([C:16]=1[C:24]1[CH:25]=[CH:26][C:27]3[N:28]([C:30]([C:33]([O:35][CH2:36][CH3:37])=[O:34])=[N:31][N:32]=3)[N:29]=1)[CH:14]=[CH:13][O:12]2. (3) Given the reactants B(F)(F)F.CCOCC.[OH:10][C:11]1[C:20]([O:21][CH3:22])=[C:19]2[C:14]([CH:15]=[C:16]([NH:24][C:25](=[O:34])[O:26][CH2:27][C:28]3[CH:33]=[CH:32][CH:31]=[CH:30][CH:29]=3)[C:17](=[O:23])[O:18]2)=[CH:13][CH:12]=1.ClC(Cl)(Cl)C(=N)O[C@H:39]1[C@@H:44]2[O:45][C:46](=[O:48])[O:47][C@@H:43]2[C@@H:42]([O:49][CH3:50])[C:41]([CH3:52])([CH3:51])[O:40]1.C(N(CC)CC)C, predict the reaction product. The product is: [CH3:22][O:21][C:20]1[C:11]([O:10][C@H:39]2[C@@H:44]3[O:45][C:46](=[O:48])[O:47][C@@H:43]3[C@@H:42]([O:49][CH3:50])[C:41]([CH3:52])([CH3:51])[O:40]2)=[CH:12][CH:13]=[C:14]2[C:19]=1[O:18][C:17](=[O:23])[C:16]([NH:24][C:25](=[O:34])[O:26][CH2:27][C:28]1[CH:29]=[CH:30][CH:31]=[CH:32][CH:33]=1)=[CH:15]2. (4) Given the reactants [S:1]1[CH:5]=[CH:4][N:3]=[CH:2]1.C([Mg]Cl)(C)C.[Cl-].[Li+].[Br:13][C:14]1[CH:15]=[C:16]2[C:20](=[CH:21][CH:22]=1)[C:19](=[O:23])[CH2:18][CH2:17]2.Cl, predict the reaction product. The product is: [Br:13][C:14]1[CH:15]=[C:16]2[C:20](=[CH:21][CH:22]=1)[C:19]([C:2]1[S:1][CH:5]=[CH:4][N:3]=1)([OH:23])[CH2:18][CH2:17]2. (5) Given the reactants C(=O)([O-])[O-].[K+].[K+].[F:7][CH:8]([F:30])[C:9]1[N:20](S(C2C=CC=CC=2)(=O)=O)[C:12]2=[N:13][CH:14]=[C:15]([N+:17]([O-:19])=[O:18])[CH:16]=[C:11]2[CH:10]=1.C(OCC)(=O)C, predict the reaction product. The product is: [F:30][CH:8]([F:7])[C:9]1[NH:20][C:12]2=[N:13][CH:14]=[C:15]([N+:17]([O-:19])=[O:18])[CH:16]=[C:11]2[CH:10]=1. (6) The product is: [ClH:28].[CH3:25][O:24][C:22](=[O:23])[C:21]1[CH:26]=[CH:27][C:18]([CH2:17][NH:8][NH2:9])=[CH:19][CH:20]=1. Given the reactants CC(OC([N:8]([CH2:17][C:18]1[CH:27]=[CH:26][C:21]([C:22]([O:24][CH3:25])=[O:23])=[CH:20][CH:19]=1)[NH:9]C(OC(C)(C)C)=O)=O)(C)C.[ClH:28], predict the reaction product.